Dataset: NCI-60 drug combinations with 297,098 pairs across 59 cell lines. Task: Regression. Given two drug SMILES strings and cell line genomic features, predict the synergy score measuring deviation from expected non-interaction effect. (1) Drug 1: C1=NC2=C(N=C(N=C2N1C3C(C(C(O3)CO)O)F)Cl)N. Drug 2: C1CN1C2=NC(=NC(=N2)N3CC3)N4CC4. Cell line: SF-268. Synergy scores: CSS=25.1, Synergy_ZIP=-1.51, Synergy_Bliss=3.11, Synergy_Loewe=-0.283, Synergy_HSA=0.644. (2) Drug 1: C1=CC(=CC=C1CCCC(=O)O)N(CCCl)CCCl. Drug 2: C1=NC2=C(N=C(N=C2N1C3C(C(C(O3)CO)O)O)F)N. Cell line: TK-10. Synergy scores: CSS=-3.67, Synergy_ZIP=-6.44, Synergy_Bliss=-14.1, Synergy_Loewe=-12.8, Synergy_HSA=-12.5. (3) Drug 1: CC12CCC3C(C1CCC2=O)CC(=C)C4=CC(=O)C=CC34C. Drug 2: CC1=CC2C(CCC3(C2CCC3(C(=O)C)OC(=O)C)C)C4(C1=CC(=O)CC4)C. Cell line: SNB-19. Synergy scores: CSS=37.5, Synergy_ZIP=5.86, Synergy_Bliss=1.53, Synergy_Loewe=-31.6, Synergy_HSA=-4.56. (4) Drug 1: CC(CN1CC(=O)NC(=O)C1)N2CC(=O)NC(=O)C2. Drug 2: CC(C)NC(=O)C1=CC=C(C=C1)CNNC.Cl. Cell line: HL-60(TB). Synergy scores: CSS=62.8, Synergy_ZIP=-2.85, Synergy_Bliss=1.16, Synergy_Loewe=-5.99, Synergy_HSA=-0.561. (5) Drug 1: C1C(C(OC1N2C=NC3=C(N=C(N=C32)Cl)N)CO)O. Drug 2: C1CN1C2=NC(=NC(=N2)N3CC3)N4CC4. Cell line: CAKI-1. Synergy scores: CSS=75.6, Synergy_ZIP=-9.39, Synergy_Bliss=-11.4, Synergy_Loewe=-4.92, Synergy_HSA=-1.58.